This data is from Reaction yield outcomes from USPTO patents with 853,638 reactions. The task is: Predict the reaction yield, written as a fraction of the theoretical maximum amount of product (1.0 means a 100% yield; for example, 0.34 means a 34% yield). (1) The reactants are [CH:1]1[C:9]2[N:8]3[C:10]([CH:13]4[CH:18]([CH3:19])[CH2:17][CH2:16][N:15](C(OCC5C=CC=CC=5)=O)[CH2:14]4)=[CH:11][N:12]=[C:7]3[CH:6]=[N:5][C:4]=2[NH:3][CH:2]=1.[H][H]. The catalyst is [Pd].CCO. The product is [CH3:19][CH:18]1[CH2:17][CH2:16][NH:15][CH2:14][CH:13]1[C:10]1[N:8]2[C:9]3[CH:1]=[CH:2][NH:3][C:4]=3[N:5]=[CH:6][C:7]2=[N:12][CH:11]=1. The yield is 0.830. (2) The reactants are [C:1]1([C@@H:7]2[CH2:9][C@H:8]2[NH:10][CH2:11][CH:12]2[CH2:17][CH2:16][N:15](C(OC(C)(C)C)=O)[CH2:14][CH2:13]2)[CH:6]=[CH:5][CH:4]=[CH:3][CH:2]=1.C(=O)([O-])[O-].[K+].[K+].IC. The catalyst is C(#N)C.CN(C)C=O. The product is [C:1]1([C@@H:7]2[CH2:9][C@H:8]2[NH:10][CH2:11][CH:12]2[CH2:17][CH2:16][NH:15][CH2:14][CH2:13]2)[CH:2]=[CH:3][CH:4]=[CH:5][CH:6]=1. The yield is 0.134.